This data is from Buchwald-Hartwig C-N cross coupling reaction yields with 55,370 reactions. The task is: Predict the reaction yield, written as a fraction of the theoretical maximum amount of product (1.0 means a 100% yield; for example, 0.34 means a 34% yield). (1) The reactants are FC(F)(F)c1ccc(I)cc1.Cc1ccc(N)cc1.O=S(=O)(O[Pd]1c2ccccc2-c2ccccc2N~1)C(F)(F)F.CC(C)c1cc(C(C)C)c(-c2ccccc2P(C2CCCCC2)C2CCCCC2)c(C(C)C)c1.CN(C)C(=NC(C)(C)C)N(C)C.CCOC(=O)c1cnoc1. No catalyst specified. The product is Cc1ccc(Nc2ccc(C(F)(F)F)cc2)cc1. The yield is 0.00708. (2) The reactants are CCc1ccc(Br)cc1.Cc1ccc(N)cc1.O=S(=O)(O[Pd]1c2ccccc2-c2ccccc2N~1)C(F)(F)F.COc1ccc(OC)c(P(C(C)(C)C)C(C)(C)C)c1-c1c(C(C)C)cc(C(C)C)cc1C(C)C.CCN=P(N=P(N(C)C)(N(C)C)N(C)C)(N(C)C)N(C)C.COC(=O)c1cc(-c2cccs2)on1. No catalyst specified. The product is CCc1ccc(Nc2ccc(C)cc2)cc1. The yield is 0.632. (3) The reactants are Ic1ccccn1.Cc1ccc(N)cc1.O=S(=O)(O[Pd]1c2ccccc2-c2ccccc2N~1)C(F)(F)F.COc1ccc(OC)c(P([C@]23C[C@H]4C[C@H](C[C@H](C4)C2)C3)[C@]23C[C@H]4C[C@H](C[C@H](C4)C2)C3)c1-c1c(C(C)C)cc(C(C)C)cc1C(C)C.CCN=P(N=P(N(C)C)(N(C)C)N(C)C)(N(C)C)N(C)C.c1ccc(-c2cnoc2)cc1. No catalyst specified. The product is Cc1ccc(Nc2ccccn2)cc1. The yield is 0.272. (4) The reactants are FC(F)(F)c1ccc(I)cc1.Cc1ccc(N)cc1.O=S(=O)(O[Pd]1c2ccccc2-c2ccccc2N~1)C(F)(F)F.CC(C)c1cc(C(C)C)c(-c2ccccc2P(C2CCCCC2)C2CCCCC2)c(C(C)C)c1.CN1CCCN2CCCN=C12.CCOC(=O)c1cc(C)no1. No catalyst specified. The product is Cc1ccc(Nc2ccc(C(F)(F)F)cc2)cc1. The yield is 0.466. (5) The product is COc1ccc(Nc2ccc(C)cc2)cc1. No catalyst specified. The yield is 0. The reactants are COc1ccc(Cl)cc1.Cc1ccc(N)cc1.O=S(=O)(O[Pd]1c2ccccc2-c2ccccc2N~1)C(F)(F)F.CC(C)c1cc(C(C)C)c(-c2ccccc2P(C(C)(C)C)C(C)(C)C)c(C(C)C)c1.CCN=P(N=P(N(C)C)(N(C)C)N(C)C)(N(C)C)N(C)C.CCOC(=O)c1ccon1. (6) The reactants are Clc1ccccn1.Cc1ccc(N)cc1.O=S(=O)(O[Pd]1c2ccccc2-c2ccccc2N~1)C(F)(F)F.CC(C)c1cc(C(C)C)c(-c2ccccc2P(C(C)(C)C)C(C)(C)C)c(C(C)C)c1.CN(C)C(=NC(C)(C)C)N(C)C.Cc1ccon1. No catalyst specified. The product is Cc1ccc(Nc2ccccn2)cc1. The yield is 0.766.